From a dataset of Full USPTO retrosynthesis dataset with 1.9M reactions from patents (1976-2016). Predict the reactants needed to synthesize the given product. (1) Given the product [Cl:25][C:20]1[CH:21]=[CH:22][CH:23]=[CH:24][C:19]=1[N:17]([CH3:18])[C:15]([C:13]1[S:12][C:11]2[C:5]3[CH:4]=[CH:3][C:2]([C:27]4[CH:32]=[CH:31][CH:30]=[CH:29][CH:28]=4)=[CH:26][C:6]=3[O:7][CH2:8][CH2:9][C:10]=2[CH:14]=1)=[O:16], predict the reactants needed to synthesize it. The reactants are: Br[C:2]1[CH:3]=[CH:4][C:5]2[C:11]3[S:12][C:13]([C:15]([N:17]([C:19]4[CH:24]=[CH:23][CH:22]=[CH:21][C:20]=4[Cl:25])[CH3:18])=[O:16])=[CH:14][C:10]=3[CH2:9][CH2:8][O:7][C:6]=2[CH:26]=1.[C:27]1(B(O)O)[CH:32]=[CH:31][CH:30]=[CH:29][CH:28]=1. (2) The reactants are: Cl[C:2]1[CH:3]=[C:4]2[N:11]([CH3:12])[CH2:10][CH2:9][N:5]2[C:6](=[O:8])[N:7]=1.[H-].[Na+].[F:15][C:16]1[CH:17]=[C:18]([CH2:34][OH:35])[CH:19]=[C:20]([F:33])[C:21]=1[O:22][C:23]1[CH:28]=[CH:27][CH:26]=[C:25]([C:29]([F:32])([F:31])[F:30])[CH:24]=1. Given the product [F:15][C:16]1[CH:17]=[C:18]([CH:19]=[C:20]([F:33])[C:21]=1[O:22][C:23]1[CH:28]=[CH:27][CH:26]=[C:25]([C:29]([F:30])([F:31])[F:32])[CH:24]=1)[CH2:34][O:35][C:2]1[CH:3]=[C:4]2[N:11]([CH3:12])[CH2:10][CH2:9][N:5]2[C:6](=[O:8])[N:7]=1, predict the reactants needed to synthesize it. (3) Given the product [CH3:15][C:7]1[N:6]=[C:5]2[S:16][C:2]([C:28]3[CH:29]=[N:25][NH:26][CH:27]=3)=[C:3]([C:17]3[CH:22]=[CH:21][CH:20]=[C:19]([O:23][CH3:24])[CH:18]=3)[C:4]2=[C:9]([NH:10][S:11]([CH3:14])(=[O:13])=[O:12])[CH:8]=1, predict the reactants needed to synthesize it. The reactants are: Br[C:2]1[S:16][C:5]2=[N:6][C:7]([CH3:15])=[CH:8][C:9]([NH:10][S:11]([CH3:14])(=[O:13])=[O:12])=[C:4]2[C:3]=1[C:17]1[CH:22]=[CH:21][CH:20]=[C:19]([O:23][CH3:24])[CH:18]=1.[NH:25]1[CH:29]=[C:28](B(O)O)[CH:27]=[N:26]1.C(=O)([O-])[O-].[K+].[K+]. (4) Given the product [F:9][C:7]1([F:10])[O:6][C:5]2[CH:11]=[CH:12][C:2]([C:14]3[CH:19]=[CH:18][C:17]([NH:20][C:21](=[O:22])[O:23][C:24]([CH3:25])([CH3:26])[CH3:27])=[C:16]([F:28])[CH:15]=3)=[CH:3][C:4]=2[O:8]1, predict the reactants needed to synthesize it. The reactants are: Br[C:2]1[CH:12]=[CH:11][C:5]2[O:6][C:7]([F:10])([F:9])[O:8][C:4]=2[CH:3]=1.B(O)(O)[C:14]1[CH:19]=[CH:18][C:17]([NH:20][C:21]([O:23][C:24]([CH3:27])([CH3:26])[CH3:25])=[O:22])=[C:16]([F:28])[CH:15]=1.C(=O)([O-])[O-].[Na+].[Na+].